This data is from Catalyst prediction with 721,799 reactions and 888 catalyst types from USPTO. The task is: Predict which catalyst facilitates the given reaction. (1) Reactant: Br[C:2]1[CH:14]=[CH:13][C:5]2[N:6]=[C:7]([NH:9][CH2:10][CH2:11][F:12])[S:8][C:4]=2[CH:3]=1.[CH3:15][N:16]([C:24]1[CH:29]=[CH:28][C:27](B2OC(C)(C)C(C)(C)O2)=[CH:26][CH:25]=1)[C:17](=[O:23])[O:18][C:19]([CH3:22])([CH3:21])[CH3:20].C([O-])([O-])=O.[Na+].[Na+]. Product: [F:12][CH2:11][CH2:10][NH:9][C:7]1[S:8][C:4]2[CH:3]=[C:2]([C:27]3[CH:26]=[CH:25][C:24]([N:16]([CH3:15])[C:17](=[O:23])[O:18][C:19]([CH3:20])([CH3:21])[CH3:22])=[CH:29][CH:28]=3)[CH:14]=[CH:13][C:5]=2[N:6]=1. The catalyst class is: 752. (2) The catalyst class is: 1. Reactant: [F:1][C:2]1[C:11]([O:12][CH3:13])=[CH:10][CH:9]=[CH:8][C:3]=1[C:4]([O:6]C)=O.[Li+].C[Si]([N-][Si](C)(C)C)(C)C.[Cl:24][C:25]1[N:30]=[C:29]([CH3:31])[CH:28]=[CH:27][N:26]=1. Product: [Cl:24][C:25]1[N:30]=[C:29]([CH2:31][C:4]([C:3]2[CH:8]=[CH:9][CH:10]=[C:11]([O:12][CH3:13])[C:2]=2[F:1])=[O:6])[CH:28]=[CH:27][N:26]=1. (3) Product: [NH2:6][C@H:5]1[C@@H:4]2[O:3][C:2]([CH3:1])([CH3:12])[O:10][C@@H:9]2[C@@H:8]([OH:7])[CH2:11]1. Reactant: [CH3:1][C:2]1([CH3:12])[O:10][CH:9]2[CH:4]([CH:5]3[CH2:11][CH:8]2[O:7][NH:6]3)[O:3]1. The catalyst class is: 43. (4) Reactant: Cl[C:2]1[C:11]2=[N:12][N:13](CC3C=CC(OC)=CC=3)[CH:14]=[C:10]2[C:9]2[CH:8]=[C:7]([O:24][CH3:25])[CH:6]=[CH:5][C:4]=2[N:3]=1.[NH2:26][C:27]1[CH:28]=[C:29]([CH:33]=[CH:34][CH:35]=1)[C:30]([NH2:32])=[O:31].Cl. Product: [CH3:25][O:24][C:7]1[CH:6]=[CH:5][C:4]2[N:3]=[C:2]([NH:26][C:27]3[CH:28]=[C:29]([CH:33]=[CH:34][CH:35]=3)[C:30]([NH2:32])=[O:31])[C:11]3=[N:12][NH:13][CH:14]=[C:10]3[C:9]=2[CH:8]=1. The catalyst class is: 71. (5) Reactant: [CH2:1]([S:3][CH2:4][C:5]1[CH:6]=[N:7][N:8]([CH3:10])[CH:9]=1)[CH3:2].C([Li])CCC.C(O[B:20]1[O:24][C:23]([CH3:26])([CH3:25])[C:22]([CH3:28])([CH3:27])[O:21]1)(C)C. Product: [CH2:1]([S:3][CH2:4][C:5]1[CH:6]=[N:7][N:8]([CH3:10])[C:9]=1[B:20]1[O:24][C:23]([CH3:26])([CH3:25])[C:22]([CH3:28])([CH3:27])[O:21]1)[CH3:2]. The catalyst class is: 188. (6) Reactant: [OH:1][C:2]1[CH:3]=[C:4]([N:8]2[C:17](=[O:18])[C:16]3[C:11](=[CH:12][CH:13]=[CH:14][C:15]=3[CH3:19])[N:10]=[C:9]2[CH:20]([NH:22][C:23]2[N:31]=[CH:30][N:29]=[C:28]3[C:24]=2[N:25]=[CH:26][N:27]3COCC[Si](C)(C)C)[CH3:21])[CH:5]=[CH:6][CH:7]=1.Cl. Product: [OH:1][C:2]1[CH:3]=[C:4]([N:8]2[C:17](=[O:18])[C:16]3[C:11](=[CH:12][CH:13]=[CH:14][C:15]=3[CH3:19])[N:10]=[C:9]2[CH:20]([NH:22][C:23]2[N:31]=[CH:30][N:29]=[C:28]3[C:24]=2[N:25]=[CH:26][NH:27]3)[CH3:21])[CH:5]=[CH:6][CH:7]=1. The catalyst class is: 5. (7) Reactant: [Br:1][C:2]1[CH:7]=[CH:6][C:5]([C:8]2[N:13]=[N:12][C:11]([NH2:14])=[N:10][CH:9]=2)=[CH:4][C:3]=1[F:15].Cl[CH:17]([C:20]1([C:23]2[CH:24]=[C:25]3[C:30](=[CH:31][CH:32]=2)[N:29]=[CH:28][CH:27]=[CH:26]3)[CH2:22][CH2:21]1)[CH:18]=O.O.C(N(CC)CC)C. Product: [Br:1][C:2]1[CH:7]=[CH:6][C:5]([C:8]2[CH:9]=[N:10][C:11]3[N:12]([C:17]([C:20]4([C:23]5[CH:24]=[C:25]6[C:30](=[CH:31][CH:32]=5)[N:29]=[CH:28][CH:27]=[CH:26]6)[CH2:22][CH2:21]4)=[CH:18][N:14]=3)[N:13]=2)=[CH:4][C:3]=1[F:15]. The catalyst class is: 32. (8) Reactant: [NH:1]1[C:5]2=[CH:6][N:7]=[CH:8][CH:9]=[C:4]2[CH:3]=[CH:2]1.[H-].[Na+].I[CH2:13][CH2:14][CH3:15]. The catalyst class is: 3. Product: [CH2:13]([N:1]1[C:5]2=[CH:6][N:7]=[CH:8][CH:9]=[C:4]2[CH:3]=[CH:2]1)[CH2:14][CH3:15]. (9) Reactant: C[C:2]1[CH:26]=[CH:25][C:5]([C:6]([NH:8]C2C=C(C(F)(F)F)C=C(N3C=C(C)N=C3)C=2)=[O:7])=[CH:4][C:3]=1[NH:27][C:28]1[N:33]=[C:32]([C:34]2[CH:35]=[N:36][CH:37]=[CH:38][CH:39]=2)[CH:31]=[CH:30][N:29]=1.[CH3:40][S:41]([OH:44])(=[O:43])=[O:42]. Product: [S:41]([OH:44])(=[O:43])(=[O:42])[CH3:40].[N:36]1[CH:37]=[CH:38][CH:39]=[C:34]([C:32]2[CH:31]=[CH:30][N:29]=[C:28]([NH:27][C:3]3[CH:4]=[C:5]([CH:25]=[CH:26][CH:2]=3)[C:6]([NH2:8])=[O:7])[N:33]=2)[CH:35]=1. The catalyst class is: 13.